Predict the reactants needed to synthesize the given product. From a dataset of Full USPTO retrosynthesis dataset with 1.9M reactions from patents (1976-2016). Given the product [CH3:28][S:29]([OH:32])(=[O:31])=[O:30].[CH3:1][C:2]1[N:3]=[CH:4][N:5]([C:7]2[CH:8]=[C:9]([NH:13][C:14]3[C:23]4[CH2:22][CH2:21][C:20]5[CH:24]=[CH:25][CH:26]=[CH:27][C:19]=5[C:18]=4[N:17]=[CH:16][N:15]=3)[CH:10]=[CH:11][CH:12]=2)[CH:6]=1, predict the reactants needed to synthesize it. The reactants are: [CH3:1][C:2]1[N:3]=[CH:4][N:5]([C:7]2[CH:8]=[C:9]([NH:13][C:14]3[C:23]4[CH2:22][CH2:21][C:20]5[CH:24]=[CH:25][CH:26]=[CH:27][C:19]=5[C:18]=4[N:17]=[CH:16][N:15]=3)[CH:10]=[CH:11][CH:12]=2)[CH:6]=1.[CH3:28][S:29]([OH:32])(=[O:31])=[O:30].C(OC(C)C)(C)C.